This data is from Reaction yield outcomes from USPTO patents with 853,638 reactions. The task is: Predict the reaction yield, written as a fraction of the theoretical maximum amount of product (1.0 means a 100% yield; for example, 0.34 means a 34% yield). (1) The reactants are Br[C:2]1[CH:23]=[CH:22][C:5]2[C:6]3[N:10]([CH2:11][CH2:12][O:13][C:4]=2[CH:3]=1)[CH:9]=[C:8]([C:14]1[N:15]([CH:19]([CH3:21])[CH3:20])[N:16]=[CH:17][N:18]=1)[N:7]=3.[CH3:24][C:25]([OH:42])([CH3:41])[CH2:26][N:27]1[CH:31]=[C:30](B2OC(C)(C)C(C)(C)O2)[CH:29]=[N:28]1.C(=O)([O-])[O-].[Cs+].[Cs+].ClCCl. The catalyst is O1CCOCC1.O.C1C=CC(P(C2C=CC=CC=2)[C-]2C=CC=C2)=CC=1.C1C=CC(P(C2C=CC=CC=2)[C-]2C=CC=C2)=CC=1.Cl[Pd]Cl.[Fe+2]. The product is [CH:19]([N:15]1[C:14]([C:8]2[N:7]=[C:6]3[C:5]4[CH:22]=[CH:23][C:2]([C:30]5[CH:29]=[N:28][N:27]([CH2:26][C:25]([CH3:41])([OH:42])[CH3:24])[CH:31]=5)=[CH:3][C:4]=4[O:13][CH2:12][CH2:11][N:10]3[CH:9]=2)=[N:18][CH:17]=[N:16]1)([CH3:21])[CH3:20]. The yield is 0.730. (2) The reactants are Br[CH2:2][C:3](=O)[CH:4]([CH3:6])[CH3:5].C(OC(C1O[S:15]C=CC=1)=O)C.[NH3:19].[CH3:20][CH2:21][O:22][C:23]([CH3:25])=[O:24]. The catalyst is C(O)C.O. The product is [CH:4]([C:3]1[N:19]=[C:25]([C:23]([O:22][CH2:21][CH3:20])=[O:24])[S:15][CH:2]=1)([CH3:6])[CH3:5]. The yield is 1.00. (3) The reactants are [CH3:1][C:2]1[CH:3]=[C:4]([C:18]2[N:22]=[N:21][NH:20][C:19]=2[C:23]#[N:24])[CH:5]=[C:6]([C:8]2[N:13]=[C:12]([C:14]([F:17])([F:16])[F:15])[CH:11]=[CH:10][N:9]=2)[CH:7]=1.C([O-])([O-])=O.[K+].[K+].[C:31]([O:36][CH:37](I)[CH3:38])(=[O:35])[CH2:32][CH2:33][CH3:34].O. The catalyst is CN(C=O)C. The product is [C:23]([C:19]1[C:18]([C:4]2[CH:5]=[C:6]([C:8]3[N:13]=[C:12]([C:14]([F:17])([F:16])[F:15])[CH:11]=[CH:10][N:9]=3)[CH:7]=[C:2]([CH3:1])[CH:3]=2)=[N:22][N:21]([CH:37]([O:36][C:31](=[O:35])[CH2:32][CH2:33][CH3:34])[CH3:38])[N:20]=1)#[N:24]. The yield is 0.400. (4) The reactants are C(OC(=O)[NH:7][CH2:8][CH2:9][O:10][C:11]1[CH:16]=[CH:15][C:14]([CH2:17][CH2:18][CH2:19][CH2:20][NH:21][C:22]([NH2:35])=[N:23][C:24]([C:26]2[C:31]([NH2:32])=[N:30][C:29]([NH2:33])=[C:28]([Cl:34])[N:27]=2)=[O:25])=[CH:13][CH:12]=1)(C)(C)C.Cl.C(Cl)Cl.CO. The catalyst is CO. The product is [NH2:7][CH2:8][CH2:9][O:10][C:11]1[CH:12]=[CH:13][C:14]([CH2:17][CH2:18][CH2:19][CH2:20][NH:21][C:22]([NH:23][C:24]([C:26]2[C:31]([NH2:32])=[N:30][C:29]([NH2:33])=[C:28]([Cl:34])[N:27]=2)=[O:25])=[NH:35])=[CH:15][CH:16]=1. The yield is 0.990. (5) The reactants are C([O:5][C:6]([C:8]1[CH:9]=[CH:10][C:11]([C:41]2[CH:46]=[CH:45][C:44]([Cl:47])=[CH:43][CH:42]=2)=[C:12]([CH:40]=1)[CH2:13][O:14][C:15]1[CH:20]=[CH:19][C:18]([C:21]2[N:25]([CH:26]3[CH2:31][CH2:30][CH2:29][CH2:28][CH2:27]3)[C:24]3[CH:32]=[CH:33][C:34]([C:36]([O:38][CH3:39])=[O:37])=[CH:35][C:23]=3[N:22]=2)=[CH:17][CH:16]=1)=[O:7])(C)(C)C.FC(F)(F)C(O)=O. The catalyst is ClCCl. The product is [ClH:47].[C:6]([C:8]1[CH:9]=[CH:10][C:11]([C:41]2[CH:46]=[CH:45][C:44]([Cl:47])=[CH:43][CH:42]=2)=[C:12]([CH:40]=1)[CH2:13][O:14][C:15]1[CH:16]=[CH:17][C:18]([C:21]2[N:25]([CH:26]3[CH2:31][CH2:30][CH2:29][CH2:28][CH2:27]3)[C:24]3[CH:32]=[CH:33][C:34]([C:36]([O:38][CH3:39])=[O:37])=[CH:35][C:23]=3[N:22]=2)=[CH:19][CH:20]=1)([OH:7])=[O:5]. The yield is 0.970. (6) The reactants are [F:1][CH:2]([F:4])I.C(=O)([O-])[O-].[K+].[K+].[OH:11][C:12]1[CH:21]=[CH:20][C:15]([C:16]([O:18][CH3:19])=[O:17])=[CH:14][C:13]=1[I:22]. The catalyst is CN(C=O)C. The product is [F:1][CH:2]([F:4])[O:11][C:12]1[CH:21]=[CH:20][C:15]([C:16]([O:18][CH3:19])=[O:17])=[CH:14][C:13]=1[I:22]. The yield is 0.810. (7) The reactants are [CH2:1]([NH:8][C@H:9]1[CH2:14][CH2:13][C@H:12]([C:15]([O:24][Si](CC)(CC)CC)([C:20]([F:23])([F:22])[F:21])[C:16]([F:19])([F:18])[F:17])[CH2:11][CH2:10]1)[C:2]1[CH:7]=[CH:6][CH:5]=[CH:4][CH:3]=1.CCN(CC)CC.[C:39](Cl)(=[O:41])[CH3:40].[NH4+].[Cl-]. The catalyst is C(Cl)Cl.CCOCC. The product is [CH2:1]([N:8]([C@H:9]1[CH2:14][CH2:13][C@H:12]([C:15]([OH:24])([C:20]([F:23])([F:21])[F:22])[C:16]([F:19])([F:17])[F:18])[CH2:11][CH2:10]1)[C:39](=[O:41])[CH3:40])[C:2]1[CH:3]=[CH:4][CH:5]=[CH:6][CH:7]=1. The yield is 0.950.